This data is from Reaction yield outcomes from USPTO patents with 853,638 reactions. The task is: Predict the reaction yield, written as a fraction of the theoretical maximum amount of product (1.0 means a 100% yield; for example, 0.34 means a 34% yield). The reactants are [Cl:1][C:2]1[C:3]([O:12][C:13]2[CH:18]=[C:17]([O:19][CH2:20][CH2:21][O:22][CH3:23])[CH:16]=[CH:15][C:14]=2[CH2:24][CH2:25][CH2:26][OH:27])=[N:4][CH:5]=[C:6]([C:8]([F:11])([F:10])[F:9])[CH:7]=1.[CH3:28][CH:29]1[CH2:34][CH2:33][CH:32]([NH:35][S:36]([NH2:39])(=[O:38])=[O:37])[CH2:31][CH2:30]1.N12CCCN=C1CCCCC2.Cl.CN(C)[CH:54]=[O:55]. No catalyst specified. The product is [CH3:28][CH:29]1[CH2:34][CH2:33][CH:32]([NH:35][S:36]([NH:39][C:54](=[O:55])[O:27][CH2:26][CH2:25][CH2:24][C:14]2[CH:15]=[CH:16][C:17]([O:19][CH2:20][CH2:21][O:22][CH3:23])=[CH:18][C:13]=2[O:12][C:3]2[C:2]([Cl:1])=[CH:7][C:6]([C:8]([F:9])([F:11])[F:10])=[CH:5][N:4]=2)(=[O:38])=[O:37])[CH2:31][CH2:30]1. The yield is 0.430.